This data is from Full USPTO retrosynthesis dataset with 1.9M reactions from patents (1976-2016). The task is: Predict the reactants needed to synthesize the given product. (1) Given the product [C:10]([NH:11][C:7]([CH3:14])([CH2:6][S:5][C:1]([CH3:4])([CH3:3])[CH3:2])[C:8]([OH:18])=[O:13])(=[O:12])[NH2:9], predict the reactants needed to synthesize it. The reactants are: [C:1]([S:5][CH2:6][C:7]1([CH3:14])[NH:11][C:10](=[O:12])[NH:9][C:8]1=[O:13])([CH3:4])([CH3:3])[CH3:2].NC(C)(CSC(C)(C)C)C(O)=[O:18].Cl.[O-]C#N.[K+]. (2) The reactants are: C(OC([N:8]1[C@H:12]([CH2:13][CH2:14][N:15](CC2C=CC(OC)=CC=2OC)[S:16]([CH3:19])(=[O:18])=[O:17])[CH2:11][N:10]([CH2:31][C:32]2[C:41]([Cl:42])=[C:40]3[C:35]([C:36](=[O:57])[N:37]([CH2:44][C:45]4[CH:50]=[C:49]([Cl:51])[CH:48]=[CH:47][C:46]=4[S:52]([CH2:55][CH3:56])(=[O:54])=[O:53])[C:38](=[O:43])[NH:39]3)=[CH:34][C:33]=2[O:58][C:59]([F:62])([F:61])[F:60])[C:9]1=[O:63])=O)(C)(C)C. Given the product [Cl:42][C:41]1[C:32]([CH2:31][N:10]2[CH2:11][C@@H:12]([CH2:13][CH2:14][NH:15][S:16]([CH3:19])(=[O:18])=[O:17])[NH:8][C:9]2=[O:63])=[C:33]([O:58][C:59]([F:62])([F:61])[F:60])[CH:34]=[C:35]2[C:40]=1[NH:39][C:38](=[O:43])[N:37]([CH2:44][C:45]1[CH:50]=[C:49]([Cl:51])[CH:48]=[CH:47][C:46]=1[S:52]([CH2:55][CH3:56])(=[O:53])=[O:54])[C:36]2=[O:57], predict the reactants needed to synthesize it.